From a dataset of Forward reaction prediction with 1.9M reactions from USPTO patents (1976-2016). Predict the product of the given reaction. (1) Given the reactants [H-].C([Al+]CC(C)C)C(C)C.[C:11]([O:15][C:16]([N:18]1[CH2:22][CH2:21][C@@H:20]([NH:23][C:24]2[C:34]([Cl:35])=[CH:33][C:27]([C:28](OCC)=[O:29])=[CH:26][N:25]=2)[CH2:19]1)=[O:17])([CH3:14])([CH3:13])[CH3:12].CO.[Na].[K], predict the reaction product. The product is: [Cl:35][C:34]1[C:24]([NH:23][C@@H:20]2[CH2:21][CH2:22][N:18]([C:16]([O:15][C:11]([CH3:14])([CH3:13])[CH3:12])=[O:17])[CH2:19]2)=[N:25][CH:26]=[C:27]([CH2:28][OH:29])[CH:33]=1. (2) Given the reactants [F:1][C:2]([F:12])([F:11])[C:3]1[CH:10]=[CH:9][C:6]([CH:7]=O)=[CH:5][CH:4]=1.Cl.[OH:14][NH2:15].CC([O-])=O.[Na+], predict the reaction product. The product is: [F:1][C:2]([F:12])([F:11])[C:3]1[CH:10]=[CH:9][C:6]([CH:7]=[N:15][OH:14])=[CH:5][CH:4]=1. (3) Given the reactants [NH:1]1[CH2:6][CH2:5][O:4][CH2:3][CH2:2]1.C(N(CC)CC)C.[F:14][C:15]([F:26])([F:25])[C:16](O[C:16](=[O:17])[C:15]([F:26])([F:25])[F:14])=[O:17], predict the reaction product. The product is: [F:14][C:15]([F:26])([F:25])[C:16]([N:1]1[CH2:6][CH2:5][O:4][CH2:3][CH2:2]1)=[O:17].